From a dataset of Drug-target binding data from BindingDB using IC50 measurements. Regression. Given a target protein amino acid sequence and a drug SMILES string, predict the binding affinity score between them. We predict pIC50 (pIC50 = -log10(IC50 in M); higher means more potent). Dataset: bindingdb_ic50. The small molecule is Cn1cccc1-c1nc2ccccc2n1C. The target protein (P9WQA3) has sequence MPIATPEVYAEMLGQAKQNSYAFPAINCTSSETVNAAIKGFADAGSDGIIQFSTGGAEFGSGLGVKDMVTGAVALAEFTHVIAAKYPVNVALHTDHCPKDKLDSYVRPLLAISAQRVSKGGNPLFQSHMWDGSAVPIDENLAIAQELLKAAAAAKIILEIEIGVVGGEEDGVANEINEKLYTSPEDFEKTIEALGAGEHGKYLLAATFGNVHGVYKPGNVKLRPDILAQGQQVAAAKLGLPADAKPFDFVFHGGSGSLKSEIEEALRYGVVKMNVDTDTQYAFTRPIAGHMFTNYDGVLKVDGEVGVKKVYDPRSYLKKAEASMSQRVVQACNDLHCAGKSLTH. The pIC50 is 5.5.